This data is from Reaction yield outcomes from USPTO patents with 853,638 reactions. The task is: Predict the reaction yield, written as a fraction of the theoretical maximum amount of product (1.0 means a 100% yield; for example, 0.34 means a 34% yield). (1) The reactants are [NH2:1][C:2]1[CH:3]=[C:4]([C:9]2[C:17]([C:18]3[CH:23]=[CH:22][N:21]=[C:20]([NH:24][C:25]4[CH:30]=[CH:29][CH:28]=[C:27]([CH2:31][N:32]([CH3:34])[CH3:33])[CH:26]=4)[N:19]=3)=[C:12]3[CH:13]=[CH:14][CH:15]=[CH:16][N:11]3[N:10]=2)[CH:5]=[CH:6][C:7]=1[F:8].[S:35]1[CH:39]=[CH:38][CH:37]=[C:36]1[CH2:40][C:41](Cl)=[O:42]. The catalyst is C1COCC1.CCOC(C)=O. The product is [CH3:33][N:32]([CH2:31][C:27]1[CH:26]=[C:25]([NH:24][C:20]2[N:19]=[C:18]([C:17]3[C:9]([C:4]4[CH:5]=[CH:6][C:7]([F:8])=[C:2]([NH:1][C:41](=[O:42])[CH2:40][C:36]5[S:35][CH:39]=[CH:38][CH:37]=5)[CH:3]=4)=[N:10][N:11]4[CH:16]=[CH:15][CH:14]=[CH:13][C:12]=34)[CH:23]=[CH:22][N:21]=2)[CH:30]=[CH:29][CH:28]=1)[CH3:34]. The yield is 0.770. (2) The reactants are [NH2:1][C:2]1[CH:11]=[CH:10][C:5]2[NH:6][C:7](=[O:9])[O:8][C:4]=2[CH:3]=1.FC(F)(F)C(O)=O.[N+:19]([O-])([O-:21])=[O:20].[Na+]. No catalyst specified. The product is [NH2:1][C:2]1[C:11]([N+:19]([O-:21])=[O:20])=[CH:10][C:5]2[NH:6][C:7](=[O:9])[O:8][C:4]=2[CH:3]=1. The yield is 0.960.